From a dataset of Forward reaction prediction with 1.9M reactions from USPTO patents (1976-2016). Predict the product of the given reaction. Given the reactants [NH2:1][C:2]1[N:7]=[C:6]([N:8]2[CH2:32][CH2:31][C:11]3([CH2:15][N:14]([C:16]([O:18][CH2:19][C:20]4[CH:25]=[CH:24][CH:23]=[CH:22][CH:21]=4)=[O:17])[C@H:13]([C:26]([O:28][CH2:29][CH3:30])=[O:27])[CH2:12]3)[CH2:10][CH2:9]2)[CH:5]=[C:4]([O:33][C@H:34]([C:39]2[CH:44]=[CH:43][C:42](Br)=[CH:41][C:40]=2[N:46]2[CH:50]=[CH:49][C:48]([CH3:51])=[N:47]2)[C:35]([F:38])([F:37])[F:36])[N:3]=1.[CH3:52][C:53]1[CH:54]=[C:55](B(O)O)[CH:56]=[CH:57][C:58]=1[CH3:59].C([O-])([O-])=O.[Cs+].[Cs+], predict the reaction product. The product is: [NH2:1][C:2]1[N:7]=[C:6]([N:8]2[CH2:32][CH2:31][C:11]3([CH2:15][N:14]([C:16]([O:18][CH2:19][C:20]4[CH:25]=[CH:24][CH:23]=[CH:22][CH:21]=4)=[O:17])[C@H:13]([C:26]([O:28][CH2:29][CH3:30])=[O:27])[CH2:12]3)[CH2:10][CH2:9]2)[CH:5]=[C:4]([O:33][C@H:34]([C:39]2[CH:44]=[CH:43][C:42]([C:55]3[CH:56]=[CH:57][C:58]([CH3:59])=[C:53]([CH3:52])[CH:54]=3)=[CH:41][C:40]=2[N:46]2[CH:50]=[CH:49][C:48]([CH3:51])=[N:47]2)[C:35]([F:38])([F:37])[F:36])[N:3]=1.